Dataset: Forward reaction prediction with 1.9M reactions from USPTO patents (1976-2016). Task: Predict the product of the given reaction. (1) The product is: [NH2:27][C:25]1[S:26][C:21]([C:18]2[CH:19]=[CH:20][C:15]([N:12]3[CH2:13][CH2:14][CH:9]([O:8][CH2:7][CH2:6][CH2:5][CH2:4][CH2:3][O:2][CH3:1])[CH2:10][CH2:11]3)=[CH:16][CH:17]=2)=[N:22][N:24]=1. Given the reactants [CH3:1][O:2][CH2:3][CH2:4][CH2:5][CH2:6][CH2:7][O:8][CH:9]1[CH2:14][CH2:13][N:12]([C:15]2[CH:20]=[CH:19][C:18]([C:21]#[N:22])=[CH:17][CH:16]=2)[CH2:11][CH2:10]1.N[NH:24][C:25]([NH2:27])=[S:26].O.[OH-].[Na+], predict the reaction product. (2) Given the reactants Br[C:2]1[N:7]=[C:6]([N:8]2[CH2:13][CH2:12][N:11]3[N:14]=[C:15]([CH2:17][O:18][C:19]4[CH:24]=[CH:23][CH:22]=[CH:21][CH:20]=4)[CH:16]=[C:10]3[C:9]2=[O:25])[CH:5]=[CH:4][CH:3]=1.C(=O)([O-])[O-].[K+].[K+].[CH:32]1(B(O)O)[CH2:34][CH2:33]1, predict the reaction product. The product is: [CH:32]1([C:2]2[N:7]=[C:6]([N:8]3[CH2:13][CH2:12][N:11]4[N:14]=[C:15]([CH2:17][O:18][C:19]5[CH:24]=[CH:23][CH:22]=[CH:21][CH:20]=5)[CH:16]=[C:10]4[C:9]3=[O:25])[CH:5]=[CH:4][CH:3]=2)[CH2:34][CH2:33]1. (3) Given the reactants [C:1]1([S:7]([NH:10][C@@H:11]([CH2:15][OH:16])[C:12]([OH:14])=O)(=[O:9])=[O:8])[CH:6]=[CH:5][CH:4]=[CH:3][CH:2]=1.[CH3:17][C:18]1[CH:23]=[CH:22][C:21]([CH3:24])=[CH:20][C:19]=1[N:25]1[CH2:30][CH2:29][NH:28][CH2:27][CH2:26]1, predict the reaction product. The product is: [CH3:17][C:18]1[CH:23]=[CH:22][C:21]([CH3:24])=[CH:20][C:19]=1[N:25]1[CH2:26][CH2:27][N:28]([C:12](=[O:14])[C@@H:11]([NH:10][S:7]([C:1]2[CH:2]=[CH:3][CH:4]=[CH:5][CH:6]=2)(=[O:8])=[O:9])[CH2:15][OH:16])[CH2:29][CH2:30]1. (4) Given the reactants C([Li])[CH2:2][CH2:3][CH3:4].Br[C:7]1[CH:17]=[CH:16][C:10]2[O:11][C:12]([F:15])([F:14])[O:13][C:9]=2[C:8]=1[CH3:18].[CH2:19]([O:21]CC)C.Cl, predict the reaction product. The product is: [F:14][C:12]1([F:15])[O:11][C:10]2[CH:16]=[CH:17][C:7]([CH:19]([OH:21])[CH:3]([CH3:2])[CH3:4])=[C:8]([CH3:18])[C:9]=2[O:13]1. (5) Given the reactants [C:1](OC=C)(=O)[CH3:2].[CH3:7]CCC[Sn](Cl)(O[Sn](Cl)(CCCC)CCCC)CCCC.[C:28]([O:31][CH2:32][C:33]1[CH:38]=[C:37]([OH:39])[C:36]([C:40]([C:42]2[CH:47]=[CH:46][C:45]([O:48][CH3:49])=[CH:44][CH:43]=2)=O)=[C:35](Cl)[CH:34]=1)(=[O:30])[CH3:29], predict the reaction product. The product is: [C:28]([O:31][CH2:32][C:33]1[CH:34]=[C:35]([CH3:7])[C:36]([CH2:40][C:42]2[CH:47]=[CH:46][C:45]([O:48][CH:49]3[CH2:2][CH2:1]3)=[CH:44][CH:43]=2)=[C:37]([OH:39])[CH:38]=1)(=[O:30])[CH3:29]. (6) Given the reactants [NH2:1][C:2]1[CH:10]=[C:9]([CH3:11])[C:8]([O:12]C)=[CH:7][C:3]=1[C:4]([OH:6])=[O:5], predict the reaction product. The product is: [NH2:1][C:2]1[CH:10]=[C:9]([CH3:11])[C:8]([OH:12])=[CH:7][C:3]=1[C:4]([OH:6])=[O:5]. (7) Given the reactants [OH:1][C:2]1[CH:7]=[C:6]([OH:8])[C:5]([CH:9]([CH3:11])[CH3:10])=[CH:4][C:3]=1[C:12]1[N:16]([C:17]2[CH:73]=[CH:72][C:20]([CH2:21][N:22]3[CH2:27][CH2:26][N:25]([CH2:28][CH2:29][CH2:30][CH2:31][N:32]([CH3:71])[C:33](=[O:70])[O:34][C:35]4([CH2:68][CH3:69])[C:65]5[CH:64]=[C:63]6[N:41]([CH2:42][C:43]7[C:44]6=[N:45][C:46]6[CH:47]=[CH:48][C:49]([O:55]C(OC(C)(C)C)=O)=[CH:50][C:51]=6[C:52]=7[CH2:53][CH3:54])[C:40](=[O:66])[C:39]=5[CH2:38][O:37][C:36]4=[O:67])[CH2:24][CH2:23]3)=[CH:19][CH:18]=2)[C:15]([OH:74])=[N:14][N:13]=1.Cl, predict the reaction product. The product is: [OH:1][C:2]1[CH:7]=[C:6]([OH:8])[C:5]([CH:9]([CH3:10])[CH3:11])=[CH:4][C:3]=1[C:12]1[N:16]([C:17]2[CH:18]=[CH:19][C:20]([CH2:21][N:22]3[CH2:23][CH2:24][N:25]([CH2:28][CH2:29][CH2:30][CH2:31][N:32]([CH3:71])[C:33](=[O:70])[O:34][C:35]4([CH2:68][CH3:69])[C:65]5[CH:64]=[C:63]6[N:41]([CH2:42][C:43]7[C:44]6=[N:45][C:46]6[CH:47]=[CH:48][C:49]([OH:55])=[CH:50][C:51]=6[C:52]=7[CH2:53][CH3:54])[C:40](=[O:66])[C:39]=5[CH2:38][O:37][C:36]4=[O:67])[CH2:26][CH2:27]3)=[CH:72][CH:73]=2)[C:15]([OH:74])=[N:14][N:13]=1. (8) Given the reactants CS(O)(=O)=O.CS(O)(=O)=O.[NH2:11][C:12]1[C:19](=[O:20])[N:15]2[CH2:16][CH2:17][CH2:18][N:14]2[C:13]=1[NH2:21].[NH2:22][C:23]1[CH:24]=[CH:25][C:26]([CH3:30])=[C:27]([OH:29])[CH:28]=1.N.OO, predict the reaction product. The product is: [NH2:21][C:13]1[N:14]2[CH2:18][CH2:17][CH2:16][N:15]2[C:19](=[O:20])[C:12]=1/[N:11]=[C:24]1/[C:23]([NH2:22])=[CH:28][C:27](=[O:29])[C:26]([CH3:30])=[CH:25]/1. (9) Given the reactants [CH2:1]1[C:11]2[C:6](=[CH:7][CH:8]=[CH:9][CH:10]=2)[NH:5][C:3](=[O:4])[CH2:2]1.O.[N+:13]([O-])([OH:15])=[O:14], predict the reaction product. The product is: [N+:13]([C:9]1[CH:10]=[C:11]2[C:6](=[CH:7][CH:8]=1)[NH:5][C:3](=[O:4])[CH2:2][CH2:1]2)([O-:15])=[O:14]. (10) The product is: [NH2:1][C:2]1[N:7]=[CH:6][N:5]=[C:4]2[N:8]([C@H:26]3[CH2:31][CH2:30][C@@H:29]([N:32]4[CH2:33][CH2:34][N:35]([CH3:38])[CH2:36][CH2:37]4)[CH2:28][CH2:27]3)[N:9]=[C:10]([C:11]3[CH:12]=[CH:13][C:14]([O:15][C:16]4[CH:17]=[CH:18][C:19]([C:20]([NH2:21])=[O:46])=[CH:22][CH:23]=4)=[CH:24][CH:25]=3)[C:3]=12. Given the reactants [NH2:1][C:2]1[N:7]=[CH:6][N:5]=[C:4]2[N:8]([C@H:26]3[CH2:31][CH2:30][C@@H:29]([N:32]4[CH2:37][CH2:36][N:35]([CH3:38])[CH2:34][CH2:33]4)[CH2:28][CH2:27]3)[N:9]=[C:10]([C:11]3[CH:25]=[CH:24][C:14]([O:15][C:16]4[CH:23]=[CH:22][C:19]([C:20]#[N:21])=[CH:18][CH:17]=4)=[CH:13][CH:12]=3)[C:3]=12.[OH-].[Na+].OO.C(O)(=O)CC(CC(O)=O)(C(O)=O)[OH:46], predict the reaction product.